Dataset: NCI-60 drug combinations with 297,098 pairs across 59 cell lines. Task: Regression. Given two drug SMILES strings and cell line genomic features, predict the synergy score measuring deviation from expected non-interaction effect. (1) Drug 1: C1CCC(CC1)NC(=O)N(CCCl)N=O. Drug 2: CCC1(C2=C(COC1=O)C(=O)N3CC4=CC5=C(C=CC(=C5CN(C)C)O)N=C4C3=C2)O.Cl. Cell line: ACHN. Synergy scores: CSS=26.9, Synergy_ZIP=-2.17, Synergy_Bliss=2.02, Synergy_Loewe=-24.5, Synergy_HSA=3.07. (2) Drug 1: CC1=C2C(C(=O)C3(C(CC4C(C3C(C(C2(C)C)(CC1OC(=O)C(C(C5=CC=CC=C5)NC(=O)OC(C)(C)C)O)O)OC(=O)C6=CC=CC=C6)(CO4)OC(=O)C)OC)C)OC. Drug 2: COC1=NC(=NC2=C1N=CN2C3C(C(C(O3)CO)O)O)N. Cell line: HCT116. Synergy scores: CSS=31.4, Synergy_ZIP=-2.45, Synergy_Bliss=-7.58, Synergy_Loewe=-45.1, Synergy_HSA=-8.89. (3) Drug 1: CN(C(=O)NC(C=O)C(C(C(CO)O)O)O)N=O. Drug 2: C(CCl)NC(=O)N(CCCl)N=O. Cell line: SR. Synergy scores: CSS=80.1, Synergy_ZIP=-3.85, Synergy_Bliss=-0.782, Synergy_Loewe=-0.387, Synergy_HSA=-0.171. (4) Drug 1: C1=CC(=CC=C1CCC2=CNC3=C2C(=O)NC(=N3)N)C(=O)NC(CCC(=O)O)C(=O)O. Drug 2: C1=CC(=C2C(=C1NCCNCCO)C(=O)C3=C(C=CC(=C3C2=O)O)O)NCCNCCO. Cell line: UACC62. Synergy scores: CSS=43.2, Synergy_ZIP=-6.33, Synergy_Bliss=-2.92, Synergy_Loewe=-7.21, Synergy_HSA=1.19.